From a dataset of NCI-60 drug combinations with 297,098 pairs across 59 cell lines. Regression. Given two drug SMILES strings and cell line genomic features, predict the synergy score measuring deviation from expected non-interaction effect. Drug 1: CC1C(C(CC(O1)OC2CC(OC(C2O)C)OC3=CC4=CC5=C(C(=O)C(C(C5)C(C(=O)C(C(C)O)O)OC)OC6CC(C(C(O6)C)O)OC7CC(C(C(O7)C)O)OC8CC(C(C(O8)C)O)(C)O)C(=C4C(=C3C)O)O)O)O. Drug 2: CCN(CC)CCCC(C)NC1=C2C=C(C=CC2=NC3=C1C=CC(=C3)Cl)OC. Cell line: TK-10. Synergy scores: CSS=27.7, Synergy_ZIP=-1.07, Synergy_Bliss=-0.362, Synergy_Loewe=-15.8, Synergy_HSA=-0.577.